This data is from Catalyst prediction with 721,799 reactions and 888 catalyst types from USPTO. The task is: Predict which catalyst facilitates the given reaction. (1) Reactant: [Li+].C[Si]([N-][Si](C)(C)C)(C)C.[C:11]1([C:17](=[N:24][CH2:25][CH:26]([C:31]2[CH:36]=[CH:35][CH:34]=[CH:33][CH:32]=2)[C:27]([O:29][CH3:30])=[O:28])[C:18]2[CH:23]=[CH:22][CH:21]=[CH:20][CH:19]=2)[CH:16]=[CH:15][CH:14]=[CH:13][CH:12]=1.[CH3:37]I. Product: [C:11]1([C:17](=[N:24][CH2:25][C:26]([CH3:37])([C:31]2[CH:36]=[CH:35][CH:34]=[CH:33][CH:32]=2)[C:27]([O:29][CH3:30])=[O:28])[C:18]2[CH:23]=[CH:22][CH:21]=[CH:20][CH:19]=2)[CH:12]=[CH:13][CH:14]=[CH:15][CH:16]=1. The catalyst class is: 1. (2) Reactant: C([N:4]1[CH2:13][C:12]([CH3:15])([CH3:14])[C:11]2[C:6](=[CH:7][C:8]([NH:16][C:17](=[O:35])[C:18]3[CH:23]=[CH:22][CH:21]=[N:20][C:19]=3[NH:24][CH2:25][C:26]3[N:31]=[C:30]4[NH:32][CH:33]=[CH:34][C:29]4=[CH:28][CH:27]=3)=[CH:9][CH:10]=2)[CH2:5]1)(=O)C.Cl.C([O-])(O)=O.[Na+]. Product: [CH3:14][C:12]1([CH3:15])[C:11]2[C:6](=[CH:7][C:8]([NH:16][C:17](=[O:35])[C:18]3[CH:23]=[CH:22][CH:21]=[N:20][C:19]=3[NH:24][CH2:25][C:26]3[N:31]=[C:30]4[NH:32][CH:33]=[CH:34][C:29]4=[CH:28][CH:27]=3)=[CH:9][CH:10]=2)[CH2:5][NH:4][CH2:13]1. The catalyst class is: 14. (3) Reactant: C(O[C:6](=O)[N:7](C(C1C=CC(OCC2C=CC=CC=2)=CC=1)CCC#N)[CH3:8])(C)(C)C.[CH2:29]([O:36][C:37]1[CH:42]=[CH:41][C:40]([CH:43]([N:48]([CH3:56])C(=O)OC(C)(C)C)[CH2:44][CH2:45][CH2:46][OH:47])=[CH:39][CH:38]=1)C1C=CC=CC=1.[H-].C([Al+]CC(C)C)C(C)C.[CH3:67][CH2:68][CH2:69][CH2:70][CH2:71]C.S([O-])([O-])(=O)=[O:74].[Na+].[Na+].[BH4-].[Na+].[Cl:82][CH2:83][Cl:84]. The catalyst class is: 6. Product: [ClH:82].[CH3:6][N:7]([CH3:8])[C:29](=[O:74])[O:36][C:37]1[CH:38]=[CH:39][C:40]([CH:43]([NH:48][CH3:56])[CH2:44][CH2:45][CH2:46][O:47][C:69]2[CH:70]=[CH:71][C:83]([Cl:84])=[CH:67][CH:68]=2)=[CH:41][CH:42]=1. (4) Reactant: [CH3:1][O:2][C:3](=[O:14])[C:4]1[CH:9]=[CH:8][C:7]([N+:10]([O-:12])=[O:11])=[CH:6][C:5]=1[CH3:13].[Br:15]N1C(=O)CCC1=O. Product: [Br:15][CH2:13][C:5]1[CH:6]=[C:7]([N+:10]([O-:12])=[O:11])[CH:8]=[CH:9][C:4]=1[C:3]([O:2][CH3:1])=[O:14]. The catalyst class is: 53. (5) Product: [Br:1][C:2]1[CH:3]=[C:4]2[C:8](=[CH:9][CH:10]=1)[N:7]([C:25](=[O:26])[CH2:24][C:18]1[CH:23]=[CH:22][CH:21]=[CH:20][CH:19]=1)[CH2:6][CH2:5]2. The catalyst class is: 4. Reactant: [Br:1][C:2]1[CH:3]=[C:4]2[C:8](=[CH:9][CH:10]=1)[NH:7][CH2:6][CH2:5]2.C(N(CC)CC)C.[C:18]1([CH2:24][C:25](Cl)=[O:26])[CH:23]=[CH:22][CH:21]=[CH:20][CH:19]=1.O. (6) Reactant: C[O:2][C:3]1[C:4]([NH2:15])=[N:5][C:6]([C:9]2[CH:14]=[CH:13][CH:12]=[CH:11][CH:10]=2)=[N:7][CH:8]=1.C1(S)C=CC=CC=1.C([O-])([O-])=O.[K+].[K+].[OH-].[Na+]. Product: [NH2:15][C:4]1[C:3]([OH:2])=[CH:8][N:7]=[C:6]([C:9]2[CH:14]=[CH:13][CH:12]=[CH:11][CH:10]=2)[N:5]=1. The catalyst class is: 60.